This data is from Forward reaction prediction with 1.9M reactions from USPTO patents (1976-2016). The task is: Predict the product of the given reaction. Given the reactants [F:1][C:2]1[CH:7]=[CH:6][C:5]([C:8]2([OH:13])[CH2:12][CH2:11][NH:10][CH2:9]2)=[CH:4][CH:3]=1.CN(C(ON1N=NC2C=CC=CC1=2)=[N+](C)C)C.[B-](F)(F)(F)F.C(N(C(C)C)C(C)C)C.[CH3:45][C:46]1[CH:51]=[CH:50][C:49]([C:52]2[C:56]([C:57](O)=[O:58])=[CH:55][O:54][N:53]=2)=[CH:48][CH:47]=1, predict the reaction product. The product is: [F:1][C:2]1[CH:3]=[CH:4][C:5]([C:8]2([OH:13])[CH2:12][CH2:11][N:10]([C:57]([C:56]3[C:52]([C:49]4[CH:50]=[CH:51][C:46]([CH3:45])=[CH:47][CH:48]=4)=[N:53][O:54][CH:55]=3)=[O:58])[CH2:9]2)=[CH:6][CH:7]=1.